Dataset: Catalyst prediction with 721,799 reactions and 888 catalyst types from USPTO. Task: Predict which catalyst facilitates the given reaction. (1) Reactant: [I-].ClC1C=CC=C[N+]=1C.[F:10][C:11]1[CH:22]=[CH:21][C:14]2[C:15](=S)[NH:16][C:17](=[O:19])[O:18][C:13]=2[CH:12]=1.[C:23]([C:25]1([NH:34][C:35](=[O:45])[CH:36]([NH2:44])[CH2:37][CH2:38][C:39]([CH3:43])([CH3:42])[CH2:40][CH3:41])[CH2:30][CH2:29][N:28]([CH2:31][CH2:32][CH3:33])[CH2:27][CH2:26]1)#[N:24].C(N(CC)C(C)C)(C)C. Product: [C:23]([C:25]1([NH:34][C:35](=[O:45])[CH:36]([NH:44][C:15]2[C:14]3[CH:21]=[CH:22][C:11]([F:10])=[CH:12][C:13]=3[O:18][C:17](=[O:19])[N:16]=2)[CH2:37][CH2:38][C:39]([CH3:43])([CH3:42])[CH2:40][CH3:41])[CH2:26][CH2:27][N:28]([CH2:31][CH2:32][CH3:33])[CH2:29][CH2:30]1)#[N:24]. The catalyst class is: 1. (2) Reactant: C(OC([N:8]1[C:16]2[C:11](=[CH:12][CH:13]=[C:14]([Cl:17])[CH:15]=2)/[C:10](=[CH:18]/[C:19]2[CH:24]=[C:23]([Cl:25])[CH:22]=[CH:21][C:20]=2[O:26][C:27]([CH2:34][CH3:35])([C:30]([O:32][CH3:33])=[O:31])[CH2:28][CH3:29])/[C:9]1=[O:36])=O)(C)(C)C.[Cl:37][C:38]1[CH:39]=[CH:40][C:41]([CH3:53])=[C:42]([CH:44]=[N:45][C:46]([O:48][Si](C)(C)C)=[CH2:47])[CH:43]=1. Product: [Cl:17][C:14]1[CH:15]=[C:16]2[NH:8][C:9](=[O:36])[C:10]3([CH:18]([C:19]4[CH:24]=[C:23]([Cl:25])[CH:22]=[CH:21][C:20]=4[O:26][C:27]([CH2:28][CH3:29])([C:30]([O:32][CH3:33])=[O:31])[CH2:34][CH3:35])[CH2:47][C:46](=[O:48])[NH:45][CH:44]3[C:42]3[CH:43]=[C:38]([Cl:37])[CH:39]=[CH:40][C:41]=3[CH3:53])[C:11]2=[CH:12][CH:13]=1. The catalyst class is: 11. (3) Reactant: [C:1]([OH:5])(=[O:4])[CH2:2][SH:3].[H-].[Na+].Br[C:9]1[N:10]([C:22]2[N:23]=[CH:24][N:25]=[C:26]([NH2:29])[C:27]=2[N:28]=1)[C@@H:11]1[O:21][C@H:16]([CH2:17][N:18]=[N+:19]=[N-:20])[C@@H:14]([OH:15])[C@H:12]1[OH:13].C([O-])(=O)CS. Product: [C:1]([CH2:2][S:3][C:9]1[N:10]([C:22]2[N:23]=[CH:24][N:25]=[C:26]([NH2:29])[C:27]=2[N:28]=1)[C@@H:11]1[O:21][C@H:16]([CH2:17][N:18]=[N+:19]=[N-:20])[C@@H:14]([OH:15])[C@H:12]1[OH:13])([OH:5])=[O:4]. The catalyst class is: 3. (4) Reactant: [C:1]([O:5][C:6]([NH:8][C@@H:9]([CH2:28][CH:29]([CH3:31])[CH3:30])[CH2:10][O:11][C:12]1[CH:17]=[CH:16][C:15]([C:18]2[C:23]([C:24](O)=[O:25])=[CH:22][N:21]=[CH:20][CH:19]=2)=[C:14]([F:27])[CH:13]=1)=[O:7])([CH3:4])([CH3:3])[CH3:2].C(Cl)CCl.C1C=CC2N(O)N=[N:42]C=2C=1.[Cl-].[NH4+].C(N(C(C)C)CC)(C)C. Product: [C:24]([C:23]1[CH:22]=[N:21][CH:20]=[CH:19][C:18]=1[C:15]1[CH:16]=[CH:17][C:12]([O:11][CH2:10][C@@H:9]([NH:8][C:6](=[O:7])[O:5][C:1]([CH3:2])([CH3:4])[CH3:3])[CH2:28][CH:29]([CH3:31])[CH3:30])=[CH:13][C:14]=1[F:27])(=[O:25])[NH2:42]. The catalyst class is: 3. (5) Reactant: [OH:1][C@@:2]1([C:9]#[C:10][C:11]2[CH:12]=[C:13]([C:17]3[N:18]=[C:19]([C:27]([O:29]CC)=O)[C:20]4[CH:25]=[CH:24][N:23]([CH3:26])[C:21]=4[N:22]=3)[CH:14]=[CH:15][CH:16]=2)[CH2:6][CH2:5][N:4]([CH3:7])[C:3]1=[O:8].[NH3:32]. The catalyst class is: 5. Product: [OH:1][C@@:2]1([C:9]#[C:10][C:11]2[CH:12]=[C:13]([C:17]3[N:18]=[C:19]([C:27]([NH2:32])=[O:29])[C:20]4[CH:25]=[CH:24][N:23]([CH3:26])[C:21]=4[N:22]=3)[CH:14]=[CH:15][CH:16]=2)[CH2:6][CH2:5][N:4]([CH3:7])[C:3]1=[O:8]. (6) Reactant: [CH3:1][O:2][C:3](=[O:22])[CH2:4][O:5][C:6]1[CH:7]=[CH:8][C:9]2[O:13][C:12]([NH:14][CH:15]3[CH2:20][CH2:19][NH:18][CH2:17][CH2:16]3)=[N:11][C:10]=2[CH:21]=1.[CH2:23]([O:25][C:26]1[CH:27]=[C:28]([CH:31]=[C:32]([O:35][CH2:36][CH3:37])[C:33]=1[F:34])[CH:29]=O)[CH3:24].C([BH3-])#N.[Na+].C(N(C(C)C)C(C)C)C. Product: [CH3:1][O:2][C:3](=[O:22])[CH2:4][O:5][C:6]1[CH:7]=[CH:8][C:9]2[O:13][C:12]([NH:14][CH:15]3[CH2:20][CH2:19][N:18]([CH2:29][C:28]4[CH:31]=[C:32]([O:35][CH2:36][CH3:37])[C:33]([F:34])=[C:26]([O:25][CH2:23][CH3:24])[CH:27]=4)[CH2:17][CH2:16]3)=[N:11][C:10]=2[CH:21]=1. The catalyst class is: 212.